Dataset: Merck oncology drug combination screen with 23,052 pairs across 39 cell lines. Task: Regression. Given two drug SMILES strings and cell line genomic features, predict the synergy score measuring deviation from expected non-interaction effect. Drug 1: CS(=O)(=O)CCNCc1ccc(-c2ccc3ncnc(Nc4ccc(OCc5cccc(F)c5)c(Cl)c4)c3c2)o1. Drug 2: Cn1c(=O)n(-c2ccc(C(C)(C)C#N)cc2)c2c3cc(-c4cnc5ccccc5c4)ccc3ncc21. Cell line: SKOV3. Synergy scores: synergy=34.7.